Task: Predict which catalyst facilitates the given reaction.. Dataset: Catalyst prediction with 721,799 reactions and 888 catalyst types from USPTO (1) Reactant: [CH:1]1([N:4]([CH2:12][C:13]2[CH:18]=[C:17]([CH2:19][OH:20])[CH:16]=[C:15]([Cl:21])[C:14]=2[Cl:22])[C:5](=[O:11])[O:6][C:7]([CH3:10])([CH3:9])[CH3:8])[CH2:3][CH2:2]1.CCN(C(C)C)C(C)C.[CH3:32][S:33](Cl)(=[O:35])=[O:34]. Product: [CH3:32][S:33]([O:20][CH2:19][C:17]1[CH:18]=[C:13]([CH2:12][N:4]([CH:1]2[CH2:3][CH2:2]2)[C:5]([O:6][C:7]([CH3:9])([CH3:10])[CH3:8])=[O:11])[C:14]([Cl:22])=[C:15]([Cl:21])[CH:16]=1)(=[O:35])=[O:34]. The catalyst class is: 363. (2) Reactant: [O:1]=[O+][O-].[CH3:4][S:5]([O:8][CH2:9][C@:10]1([CH2:43][CH:44]=C)[CH2:15][C@H:14]([C:16]2[CH:21]=[CH:20][CH:19]=[C:18]([Cl:22])[CH:17]=2)[C@@H:13]([C:23]2[CH:28]=[CH:27][C:26]([Cl:29])=[CH:25][CH:24]=2)[N:12]([C@@H:30]([CH2:40][CH3:41])[CH2:31][N:32]([CH3:39])[S:33]([CH:36]2[CH2:38][CH2:37]2)(=[O:35])=[O:34])[C:11]1=[O:42])(=[O:7])=[O:6].CSC. Product: [CH3:4][S:5]([O:8][CH2:9][C@:10]1([CH2:43][CH:44]=[O:1])[CH2:15][C@H:14]([C:16]2[CH:21]=[CH:20][CH:19]=[C:18]([Cl:22])[CH:17]=2)[C@@H:13]([C:23]2[CH:24]=[CH:25][C:26]([Cl:29])=[CH:27][CH:28]=2)[N:12]([C@@H:30]([CH2:40][CH3:41])[CH2:31][N:32]([CH3:39])[S:33]([CH:36]2[CH2:37][CH2:38]2)(=[O:35])=[O:34])[C:11]1=[O:42])(=[O:7])=[O:6]. The catalyst class is: 100. (3) Reactant: [C:1]([O:5][C:6]([C:8]1[S:9][C:10]([CH2:13][CH:14]([C:17]([O:19][CH2:20][C:21]2[CH:26]=[CH:25][CH:24]=[CH:23][CH:22]=2)=[O:18])[CH2:15][CH3:16])=[CH:11][CH:12]=1)=[O:7])([CH3:4])([CH3:3])[CH3:2].C[Si]([N-][Si](C)(C)C)(C)C.[Li+].O1CC[CH2:39][CH2:38]1.C(I)C. Product: [C:1]([O:5][C:6]([C:8]1[S:9][C:10]([CH2:13][C:14]([C:17]([O:19][CH2:20][C:21]2[CH:22]=[CH:23][CH:24]=[CH:25][CH:26]=2)=[O:18])([CH2:38][CH3:39])[CH2:15][CH3:16])=[CH:11][CH:12]=1)=[O:7])([CH3:2])([CH3:3])[CH3:4]. The catalyst class is: 7. (4) Reactant: Cl.[CH3:2][CH:3]([O:5][C:6]1[CH:13]=[CH:12][C:11]([C:14]2[O:18][N:17]=[C:16]([C:19]3[CH:20]=[CH:21][C:22]4[CH2:28][NH:27][CH2:26][CH2:25][CH2:24][C:23]=4[CH:29]=3)[N:15]=2)=[CH:10][C:7]=1[C:8]#[N:9])[CH3:4].C(=O)([O-])[O-].[Cs+].[Cs+].Br[CH2:37][CH2:38][CH2:39][C:40]([O:42][CH2:43][CH3:44])=[O:41].CCOC(C)=O. Product: [C:8]([C:7]1[CH:10]=[C:11]([C:14]2[O:18][N:17]=[C:16]([C:19]3[CH:20]=[CH:21][C:22]4[CH2:28][N:27]([CH2:37][CH2:38][CH2:39][C:40]([O:42][CH2:43][CH3:44])=[O:41])[CH2:26][CH2:25][CH2:24][C:23]=4[CH:29]=3)[N:15]=2)[CH:12]=[CH:13][C:6]=1[O:5][CH:3]([CH3:2])[CH3:4])#[N:9]. The catalyst class is: 3. (5) Reactant: [Br:1]Br.[CH3:3][O:4][C:5]1[CH:6]=[C:7]([CH:11]=[C:12]([O:16][CH3:17])[C:13]=1[O:14][CH3:15])[C:8]([OH:10])=[O:9]. Product: [Br:1][C:11]1[C:12]([O:16][CH3:17])=[C:13]([O:14][CH3:15])[C:5]([O:4][CH3:3])=[CH:6][C:7]=1[C:8]([OH:10])=[O:9]. The catalyst class is: 15.